Dataset: Forward reaction prediction with 1.9M reactions from USPTO patents (1976-2016). Task: Predict the product of the given reaction. (1) Given the reactants [NH:1]1[CH2:4][CH:3]([CH2:5][S:6]([C:9]2[CH:26]=[CH:25][C:12]3[N:13]([CH2:21][CH:22]4[CH2:24][CH2:23]4)[C:14]([CH2:16][C:17]([CH3:20])([CH3:19])[CH3:18])=[N:15][C:11]=3[CH:10]=2)(=[O:8])=[O:7])[CH2:2]1.C(N(CC)CC)C.[CH3:34][S:35](Cl)(=[O:37])=[O:36], predict the reaction product. The product is: [CH:22]1([CH2:21][N:13]2[C:12]3[CH:25]=[CH:26][C:9]([S:6]([CH2:5][CH:3]4[CH2:2][N:1]([S:35]([CH3:34])(=[O:37])=[O:36])[CH2:4]4)(=[O:8])=[O:7])=[CH:10][C:11]=3[N:15]=[C:14]2[CH2:16][C:17]([CH3:20])([CH3:19])[CH3:18])[CH2:23][CH2:24]1. (2) Given the reactants Cl[C:2]1[C:3]2[C:10]3[CH2:11][CH2:12][C:13]4([CH2:18][C:9]=3[S:8][C:4]=2[N:5]=[CH:6][N:7]=1)[O:17][CH2:16][CH2:15][O:14]4.[F:19][C:20]1[CH:26]=[CH:25][C:23]([NH2:24])=[CH:22][C:21]=1[Cl:27].Cl, predict the reaction product. The product is: [Cl:27][C:21]1[CH:22]=[C:23]([NH:24][C:2]2[C:3]3[C:10]4[CH2:11][CH2:12][C:13]5([CH2:18][C:9]=4[S:8][C:4]=3[N:5]=[CH:6][N:7]=2)[O:17][CH2:16][CH2:15][O:14]5)[CH:25]=[CH:26][C:20]=1[F:19]. (3) Given the reactants [NH2:1][C@@H:2]([CH2:30][N:31]1[CH2:36][CH2:35][C:34](OCC)([O:37]CC)[CH2:33][CH2:32]1)[CH2:3][O:4][C:5]1[CH:6]=[C:7]([C:11]2[CH:12]=[C:13]3[C:18](=[C:19]([NH2:21])[N:20]=2)[CH:17]=[N:16][C:15]2[CH:22]=[C:23]([O:28][CH3:29])[C:24]([O:26][CH3:27])=[CH:25][C:14]3=2)[CH:8]=[N:9][CH:10]=1.Cl, predict the reaction product. The product is: [NH2:1][C@H:2]([CH2:3][O:4][C:5]1[CH:10]=[N:9][CH:8]=[C:7]([C:11]2[CH:12]=[C:13]3[C:18](=[C:19]([NH2:21])[N:20]=2)[CH:17]=[N:16][C:15]2[CH:22]=[C:23]([O:28][CH3:29])[C:24]([O:26][CH3:27])=[CH:25][C:14]3=2)[CH:6]=1)[CH2:30][N:31]1[CH2:32][CH2:33][C:34](=[O:37])[CH2:35][CH2:36]1. (4) Given the reactants [NH:1]1[CH:5]=[C:4]([CH2:6][N:7]2[C:15]3[C:10](=[C:11]([NH:16][C:17]([C:19]4[N:23]5[CH:24]=[CH:25][CH:26]=[CH:27][C:22]5=[N:21][CH:20]=4)=[O:18])[CH:12]=[CH:13][CH:14]=3)[C:9]([CH2:28][CH3:29])=[N:8]2)[CH:3]=[N:2]1.[H-].[Na+].[F:32][C@H:33]1[C@@H:38](OS(C)(=O)=O)[CH2:37][CH2:36][N:35]([C:44]([O:46][C:47]([CH3:50])([CH3:49])[CH3:48])=[O:45])[CH2:34]1.CS(OC1CCN(C(OC(C)(C)C)=O)CC1)(=O)=O, predict the reaction product. The product is: [CH2:28]([C:9]1[C:10]2[C:15](=[CH:14][CH:13]=[CH:12][C:11]=2[NH:16][C:17]([C:19]2[N:23]3[CH:24]=[CH:25][CH:26]=[CH:27][C:22]3=[N:21][CH:20]=2)=[O:18])[N:7]([CH2:6][C:4]2[CH:5]=[N:1][N:2]([C@@H:38]3[CH2:37][CH2:36][N:35]([C:44]([O:46][C:47]([CH3:49])([CH3:48])[CH3:50])=[O:45])[CH2:34][C@H:33]3[F:32])[CH:3]=2)[N:8]=1)[CH3:29]. (5) Given the reactants [OH:1][C:2]1[C:11]2[C:6](=[CH:7][CH:8]=[CH:9][CH:10]=2)[O:5][C:4](=[O:12])[CH:3]=1.C1(P(C2C=CC=CC=2)C2C=CC=CC=2)C=CC=CC=1.[CH3:32][N:33]([CH3:38])[CH2:34][CH2:35][CH2:36]O.CC(OC(/N=N/C(OC(C)C)=O)=O)C.C([Cl:56])(=O)C.Cl, predict the reaction product. The product is: [ClH:56].[CH3:32][N:33]([CH3:38])[CH2:34][CH2:35][CH2:36][O:1][C:2]1[C:11]2[CH:10]=[CH:9][CH:8]=[CH:7][C:6]=2[O:5][C:4](=[O:12])[CH:3]=1.